From a dataset of NCI-60 drug combinations with 297,098 pairs across 59 cell lines. Regression. Given two drug SMILES strings and cell line genomic features, predict the synergy score measuring deviation from expected non-interaction effect. (1) Drug 1: CCN(CC)CCCC(C)NC1=C2C=C(C=CC2=NC3=C1C=CC(=C3)Cl)OC. Drug 2: C1CN(P(=O)(OC1)NCCCl)CCCl. Cell line: MALME-3M. Synergy scores: CSS=8.97, Synergy_ZIP=-0.915, Synergy_Bliss=-0.805, Synergy_Loewe=-67.5, Synergy_HSA=-6.64. (2) Drug 1: C1=CC(=CC=C1CC(C(=O)O)N)N(CCCl)CCCl.Cl. Drug 2: C(CC(=O)O)C(=O)CN.Cl. Cell line: OVCAR-8. Synergy scores: CSS=5.39, Synergy_ZIP=-3.30, Synergy_Bliss=2.13, Synergy_Loewe=-4.89, Synergy_HSA=-0.956. (3) Drug 1: C1CCN(CC1)CCOC2=CC=C(C=C2)C(=O)C3=C(SC4=C3C=CC(=C4)O)C5=CC=C(C=C5)O. Drug 2: CC(C1=C(C=CC(=C1Cl)F)Cl)OC2=C(N=CC(=C2)C3=CN(N=C3)C4CCNCC4)N. Synergy scores: CSS=-12.7, Synergy_ZIP=6.00, Synergy_Bliss=-2.35, Synergy_Loewe=-10.7, Synergy_HSA=-11.9. Cell line: HS 578T.